This data is from Full USPTO retrosynthesis dataset with 1.9M reactions from patents (1976-2016). The task is: Predict the reactants needed to synthesize the given product. (1) Given the product [CH3:21][O:20][C:18]1[N:19]=[C:14]([N:11]2[CH2:12][CH2:13][NH:8][CH2:9][CH2:10]2)[N:15]=[CH:16][N:17]=1, predict the reactants needed to synthesize it. The reactants are: C(OC([N:8]1[CH2:13][CH2:12][N:11]([C:14]2[N:19]=[C:18]([O:20][CH3:21])[N:17]=[CH:16][N:15]=2)[CH2:10][CH2:9]1)=O)(C)(C)C.FC(F)(F)C(O)=O. (2) Given the product [O:1]1[C:2]2([CH2:3][CH2:4][N:5]([C:8]([O:10][C:11]([CH3:14])([CH3:13])[CH3:12])=[O:9])[CH2:6][CH2:7]2)[CH2:16]1, predict the reactants needed to synthesize it. The reactants are: [O:1]=[C:2]1[CH2:7][CH2:6][N:5]([C:8]([O:10][C:11]([CH3:14])([CH3:13])[CH3:12])=[O:9])[CH2:4][CH2:3]1.[I-].[CH3:16][S+](C)(C)=O.[OH-].[Na+]. (3) Given the product [F:1][C:2]1[CH:3]=[CH:4][CH:5]=[C:6]2[C:10]=1[C:9](=[O:11])[NH:15][C:7]2=[O:8], predict the reactants needed to synthesize it. The reactants are: [F:1][C:2]1[C:10]2[C:9](=[O:11])[O:8][C:7](=O)[C:6]=2[CH:5]=[CH:4][CH:3]=1.C([NH2:15])=O. (4) The reactants are: [C:1]1(C)[CH:6]=[CH:5][CH:4]=[CH:3][CH:2]=1.Br[C:9]1[CH:21]=[CH:20][C:12]([C:13]([O:15][C:16]([CH3:19])([CH3:18])[CH3:17])=[O:14])=[C:11]([N+:22]([O-:24])=[O:23])[CH:10]=1.C1(B(O)O)C=CC=CC=1.C(=O)([O-])O.[Na+]. Given the product [N+:22]([C:11]1[CH:10]=[C:9]([C:1]2[CH:6]=[CH:5][CH:4]=[CH:3][CH:2]=2)[CH:21]=[CH:20][C:12]=1[C:13]([O:15][C:16]([CH3:19])([CH3:18])[CH3:17])=[O:14])([O-:24])=[O:23], predict the reactants needed to synthesize it. (5) Given the product [Cl:1][C:2]1[CH:10]=[C:9]2[C:5]([CH2:6][C:7]([CH:14]3[CH2:18][CH2:17][CH2:16][CH2:15]3)([CH3:13])[C:8]2=[O:12])=[CH:4][C:3]=1[OH:19], predict the reactants needed to synthesize it. The reactants are: [Cl:1][C:2]1[C:10](Cl)=[C:9]2[C:5]([CH2:6][C:7]([CH:14]3[CH2:18][CH2:17][CH2:16][CH2:15]3)([CH3:13])[C:8]2=[O:12])=[CH:4][C:3]=1[OH:19].